From a dataset of TCR-epitope binding with 47,182 pairs between 192 epitopes and 23,139 TCRs. Binary Classification. Given a T-cell receptor sequence (or CDR3 region) and an epitope sequence, predict whether binding occurs between them. The epitope is SQASSRSSSR. The TCR CDR3 sequence is CASSLGGGLGNEQFF. Result: 0 (the TCR does not bind to the epitope).